Dataset: Full USPTO retrosynthesis dataset with 1.9M reactions from patents (1976-2016). Task: Predict the reactants needed to synthesize the given product. (1) Given the product [Cl:1][C:2]1[CH:3]=[C:4]([NH:8][C:9]2[C:14]3[CH:15]=[CH:16][N:17]([CH2:18][CH3:19])[C:13]=3[C:12]([C:20]([OH:22])=[O:21])=[CH:11][N:10]=2)[CH:5]=[CH:6][CH:7]=1, predict the reactants needed to synthesize it. The reactants are: [Cl:1][C:2]1[CH:3]=[C:4]([NH:8][C:9]2[C:14]3[CH:15]=[CH:16][N:17]([CH2:18][CH3:19])[C:13]=3[C:12]([C:20]([O:22]CC)=[O:21])=[CH:11][N:10]=2)[CH:5]=[CH:6][CH:7]=1.[OH-].[Na+]. (2) Given the product [CH:1]1([O:4][C:5]2[CH:6]=[C:7]([CH:8]=[CH:14][C:15]([OH:17])=[O:16])[CH:10]=[CH:11][CH:12]=2)[CH2:3][CH2:2]1, predict the reactants needed to synthesize it. The reactants are: [CH:1]1([O:4][C:5]2[CH:6]=[C:7]([CH:10]=[CH:11][CH:12]=2)[CH:8]=O)[CH2:3][CH2:2]1.C(O)(=O)[CH2:14][C:15]([OH:17])=[O:16].N1CCCCC1.